From a dataset of Forward reaction prediction with 1.9M reactions from USPTO patents (1976-2016). Predict the product of the given reaction. (1) Given the reactants [NH2:1][CH:2]1[CH2:7][CH2:6][CH2:5][CH:4]([NH2:8])[CH2:3]1.[C:9]1([S:15](Cl)(=[O:17])=[O:16])[CH:14]=[CH:13][CH:12]=[CH:11][CH:10]=1.[OH-].[Na+], predict the reaction product. The product is: [NH2:1][CH:2]1[CH2:7][CH2:6][CH2:5][CH:4]([NH:8][S:15]([C:9]2[CH:14]=[CH:13][CH:12]=[CH:11][CH:10]=2)(=[O:17])=[O:16])[CH2:3]1. (2) Given the reactants [Li]CCCC.[CH2:6]([N:13]1[CH2:19][CH2:18][CH2:17][O:16][CH2:15][C:14]1=[O:20])[C:7]1[CH:12]=[CH:11][CH:10]=[CH:9][CH:8]=1.[CH2:21]=[O:22], predict the reaction product. The product is: [CH2:6]([N:13]1[CH2:19][CH2:18][CH2:17][O:16][CH:15]([CH2:21][OH:22])[C:14]1=[O:20])[C:7]1[CH:8]=[CH:9][CH:10]=[CH:11][CH:12]=1. (3) The product is: [CH3:13][O:14][C:15](=[O:29])[CH:16]([NH:17][C:22]([O:24][C:25]([CH3:28])([CH3:27])[CH3:26])=[O:23])[CH2:20][C:19](=[O:32])[CH:5]=[N+:6]=[N-:7]. Given the reactants C[Si]([CH:5]=[N+:6]=[N-:7])(C)C.C([Li])CCC.[CH3:13][O:14][C:15](=[O:29])[C@H:16]1[CH2:20][CH2:19]C(=O)[N:17]1[C:22]([O:24][C:25]([CH3:28])([CH3:27])[CH3:26])=[O:23].[NH4+].[Cl-].[O:32]1CCCC1, predict the reaction product.